Dataset: Full USPTO retrosynthesis dataset with 1.9M reactions from patents (1976-2016). Task: Predict the reactants needed to synthesize the given product. (1) Given the product [CH2:1]([O:3][C:4](=[O:31])[CH2:5][C:11]1[CH:16]=[CH:15][C:14]([C:17](=[O:27])[C:18]2[CH:23]=[CH:22][CH:21]=[C:20]([N+:24]([O-:26])=[O:25])[CH:19]=2)=[CH:13][C:12]=1[N+:28]([O-:30])=[O:29])[CH3:2], predict the reactants needed to synthesize it. The reactants are: [CH2:1]([O:3][C:4](=[O:31])[CH:5]([C:11]1[CH:16]=[CH:15][C:14]([C:17](=[O:27])[C:18]2[CH:23]=[CH:22][CH:21]=[C:20]([N+:24]([O-:26])=[O:25])[CH:19]=2)=[CH:13][C:12]=1[N+:28]([O-:30])=[O:29])C(OCC)=O)[CH3:2].CS(C)=O.O. (2) Given the product [C:1]1([C@@H:7]2[CH2:9][C@H:8]2[NH:10][CH:21]2[CH2:20][CH2:19][N:18]([C:14]3[N:13]=[C:12]([NH2:11])[CH:17]=[CH:16][N:15]=3)[CH2:23][CH2:22]2)[CH:6]=[CH:5][CH:4]=[CH:3][CH:2]=1, predict the reactants needed to synthesize it. The reactants are: [C:1]1([C@@H:7]2[CH2:9][C@H:8]2[NH2:10])[CH:6]=[CH:5][CH:4]=[CH:3][CH:2]=1.[NH2:11][C:12]1[CH:17]=[CH:16][N:15]=[C:14]([N:18]2[CH2:23][CH2:22][C:21](=O)[CH2:20][CH2:19]2)[N:13]=1.C(O)(=O)C.C(O[BH-](OC(=O)C)OC(=O)C)(=O)C.[Na+]. (3) Given the product [CH3:11][O:5][C:4](=[O:6])[C:3]1[CH:7]=[CH:8][CH:9]=[N:10][C:2]=1[Cl:1], predict the reactants needed to synthesize it. The reactants are: [Cl:1][C:2]1[N:10]=[CH:9][CH:8]=[CH:7][C:3]=1[C:4]([OH:6])=[O:5].[C:11](=O)([O-])[O-].[Cs+].[Cs+].IC.C(OCC)(=O)C. (4) Given the product [CH2:7]([O:8][CH2:9][C:10]([CH:11]1[CH2:27][CH2:22][N:21]([CH2:14][C:15]2[CH:20]=[CH:19][CH:18]=[CH:17][CH:16]=2)[CH2:12]1)=[O:13])[C:1]1[CH:6]=[CH:5][CH:4]=[CH:3][CH:2]=1, predict the reactants needed to synthesize it. The reactants are: [C:1]1([CH2:7][O:8][CH2:9][C:10](=[O:13])[CH:11]=[CH2:12])[CH:6]=[CH:5][CH:4]=[CH:3][CH:2]=1.[CH2:14]([NH:21][CH:22]([CH2:27]OC)[Si](C)(C)C)[C:15]1[CH:20]=[CH:19][CH:18]=[CH:17][CH:16]=1.FC(F)(F)C(O)=O. (5) The reactants are: C(OC(C1C=C(OCC2C=CC=CC=2)C2C(=C(Br)C=CC=2)N=1)=O)C1C=CC=CC=1.[CH2:30]([O:37][C:38]([C:40]1[CH:49]=[C:48]([O:50][CH2:51][C:52]2[CH:57]=[CH:56][CH:55]=[CH:54][CH:53]=2)[C:47]2[C:42](=[C:43]([N+:58]([O-])=O)[CH:44]=[CH:45][CH:46]=2)[N:41]=1)=[O:39])[C:31]1[CH:36]=[CH:35][CH:34]=[CH:33][CH:32]=1. Given the product [CH2:30]([O:37][C:38]([C:40]1[CH:49]=[C:48]([O:50][CH2:51][C:52]2[CH:57]=[CH:56][CH:55]=[CH:54][CH:53]=2)[C:47]2[C:42](=[C:43]([NH2:58])[CH:44]=[CH:45][CH:46]=2)[N:41]=1)=[O:39])[C:31]1[CH:36]=[CH:35][CH:34]=[CH:33][CH:32]=1, predict the reactants needed to synthesize it. (6) The reactants are: [OH:1][C:2]1[CH:11]=[CH:10][CH:9]=[C:8]2[C:3]=1[CH2:4][CH2:5][C:6](=[O:12])[NH:7]2.[Si:13](Cl)([C:16]([CH3:19])([CH3:18])[CH3:17])([CH3:15])[CH3:14].N1C=CN=C1.O. Given the product [CH3:17][C:16]([Si:13]([CH3:15])([CH3:14])[O:1][C:2]1[CH:11]=[CH:10][CH:9]=[C:8]2[C:3]=1[CH2:4][CH2:5][C:6](=[O:12])[NH:7]2)([CH3:19])[CH3:18], predict the reactants needed to synthesize it. (7) Given the product [F:16][C:17]([F:46])([C:42]([F:43])([F:44])[F:45])[CH2:18][CH2:19][CH2:20][O:21][C:22]1[CH:41]=[CH:40][C:25]([C:26]([O:28][C:29]2[CH:34]=[CH:33][C:32](/[CH:35]=[CH:36]/[C:37]([O:15][CH2:14][CH2:13][C:5]3[CH:6]=[CH:7][C:8]([N+:10]([O-:12])=[O:11])=[CH:9][C:4]=3[N+:1]([O-:3])=[O:2])=[O:38])=[CH:31][CH:30]=2)=[O:27])=[CH:24][CH:23]=1, predict the reactants needed to synthesize it. The reactants are: [N+:1]([C:4]1[CH:9]=[C:8]([N+:10]([O-:12])=[O:11])[CH:7]=[CH:6][C:5]=1[CH2:13][CH2:14][OH:15])([O-:3])=[O:2].[F:16][C:17]([F:46])([C:42]([F:45])([F:44])[F:43])[CH2:18][CH2:19][CH2:20][O:21][C:22]1[CH:41]=[CH:40][C:25]([C:26]([O:28][C:29]2[CH:34]=[CH:33][C:32](/[CH:35]=[CH:36]/[C:37](O)=[O:38])=[CH:31][CH:30]=2)=[O:27])=[CH:24][CH:23]=1.Cl.CN(C)CCCN=C=NCC.CCCCCC. (8) Given the product [NH2:28][C:23]1[CH:24]=[CH:25][CH:26]=[CH:27][C:22]=1[NH:21][C:19](=[O:20])[C:18]1[CH:17]=[CH:16][C:15]([C:3]2[C:2]([Cl:1])=[CH:7][C:6]([OH:8])=[CH:5][N:4]=2)=[CH:37][CH:36]=1, predict the reactants needed to synthesize it. The reactants are: [Cl:1][C:2]1[C:3]([C:15]2[CH:37]=[CH:36][C:18]([C:19]([NH:21][C:22]3[CH:27]=[CH:26][CH:25]=[CH:24][C:23]=3[NH:28]C(=O)OC(C)(C)C)=[O:20])=[CH:17][CH:16]=2)=[N:4][CH:5]=[C:6]([O:8]COCCOC)[CH:7]=1.Cl.O1CCOCC1. (9) Given the product [NH2:22][C:18]1([C:15]2[CH:14]=[CH:13][C:12]([C:10]3[O:11][C:5]4[N:4]=[C:3]([NH:40][CH2:41][C@H:42]([OH:44])[CH3:43])[N:2]([CH3:1])[C:7](=[O:8])[C:6]=4[C:9]=3[C:30]3[CH:35]=[CH:34][CH:33]=[CH:32][CH:31]=3)=[CH:17][CH:16]=2)[CH2:19][CH2:20][CH2:21]1, predict the reactants needed to synthesize it. The reactants are: [CH3:1][N:2]1[C:7](=[O:8])[C:6]2[C:9]([C:30]3[CH:35]=[CH:34][CH:33]=[CH:32][CH:31]=3)=[C:10]([C:12]3[CH:17]=[CH:16][C:15]([C:18]4([NH:22]C(=O)OC(C)(C)C)[CH2:21][CH2:20][CH2:19]4)=[CH:14][CH:13]=3)[O:11][C:5]=2[N:4]=[C:3]1S(C)(=O)=O.[NH2:40][CH2:41][C@H:42]([OH:44])[CH3:43].